From a dataset of Peptide-MHC class I binding affinity with 185,985 pairs from IEDB/IMGT. Regression. Given a peptide amino acid sequence and an MHC pseudo amino acid sequence, predict their binding affinity value. This is MHC class I binding data. (1) The peptide sequence is KAAETYHVF. The MHC is HLA-B58:01 with pseudo-sequence HLA-B58:01. The binding affinity (normalized) is 0.714. (2) The peptide sequence is YYLTRDPTTPL. The MHC is Patr-A0901 with pseudo-sequence Patr-A0901. The binding affinity (normalized) is 0.368. (3) The MHC is HLA-A68:01 with pseudo-sequence HLA-A68:01. The binding affinity (normalized) is 0.580. The peptide sequence is MTLMKGASKR. (4) The peptide sequence is KECVDGTLL. The MHC is HLA-B58:01 with pseudo-sequence HLA-B58:01. The binding affinity (normalized) is 0.0847. (5) The peptide sequence is EAVNDSRFW. The MHC is HLA-B57:01 with pseudo-sequence HLA-B57:01. The binding affinity (normalized) is 0.340.